Task: Regression. Given a peptide amino acid sequence and an MHC pseudo amino acid sequence, predict their binding affinity value. This is MHC class I binding data.. Dataset: Peptide-MHC class I binding affinity with 185,985 pairs from IEDB/IMGT (1) The peptide sequence is YGLGSTPLY. The MHC is HLA-A03:01 with pseudo-sequence HLA-A03:01. The binding affinity (normalized) is 0.0847. (2) The peptide sequence is LVFLILCFT. The MHC is HLA-A02:01 with pseudo-sequence HLA-A02:01. The binding affinity (normalized) is 0.424. (3) The peptide sequence is PTPVNIIGRNL. The MHC is HLA-B51:01 with pseudo-sequence HLA-B51:01. The binding affinity (normalized) is 0.